From a dataset of Forward reaction prediction with 1.9M reactions from USPTO patents (1976-2016). Predict the product of the given reaction. (1) Given the reactants [CH3:1][O:2][C:3](=[O:19])[CH2:4][N:5]1[C:9]2[CH:10]=[C:11]([S:14](Cl)(=O)=O)[CH:12]=[CH:13][C:8]=2[O:7][C:6]1=[O:18].[Sn], predict the reaction product. The product is: [CH3:1][O:2][C:3](=[O:19])[CH2:4][N:5]1[C:9]2[CH:10]=[C:11]([SH:14])[CH:12]=[CH:13][C:8]=2[O:7][C:6]1=[O:18]. (2) Given the reactants [NH:1]1[C:5]2[CH:6]=[CH:7][C:8]([CH2:10][NH:11][CH2:12][CH2:13][N:14]3[C:23]4[C:18]([C:19](=[O:25])[NH:20][C:21](=[O:24])[N:22]=4)=[N:17][C:16]4[CH:26]=[C:27]([CH3:31])[C:28]([CH3:30])=[CH:29][C:15]3=4)=[CH:9][C:4]=2[N:3]=[CH:2]1.[C:32](O[C:32]([O:34][C:35]([CH3:38])([CH3:37])[CH3:36])=[O:33])([O:34][C:35]([CH3:38])([CH3:37])[CH3:36])=[O:33].CCN(CC)CC, predict the reaction product. The product is: [NH:1]1[C:5]2[CH:6]=[CH:7][C:8]([CH2:10][N:11]([CH2:12][CH2:13][N:14]3[C:23]4[C:18]([C:19](=[O:25])[NH:20][C:21](=[O:24])[N:22]=4)=[N:17][C:16]4[CH:26]=[C:27]([CH3:31])[C:28]([CH3:30])=[CH:29][C:15]3=4)[C:32](=[O:33])[O:34][C:35]([CH3:38])([CH3:37])[CH3:36])=[CH:9][C:4]=2[N:3]=[CH:2]1. (3) Given the reactants [NH2:1][NH:2][C:3]([C:5]1[CH:10]=[CH:9][CH:8]=[C:7]([CH3:11])[N:6]=1)=[NH:4].[Br:12][C:13]1[CH:20]=[CH:19][CH:18]=[CH:17][C:14]=1[CH:15]=O, predict the reaction product. The product is: [Br:12][C:13]1[CH:20]=[CH:19][CH:18]=[CH:17][C:14]=1[C:15]1[NH:1][N:2]=[C:3]([C:5]2[CH:10]=[CH:9][CH:8]=[C:7]([CH3:11])[N:6]=2)[N:4]=1. (4) The product is: [CH2:11]1[CH2:12][N:1]2[C:2]3[C:3]([CH2:16][CH2:15][CH2:27]2)=[C:4]([OH:8])[CH:5]=[CH:6][C:7]=3[CH2:10]1. Given the reactants [NH2:1][C:2]1[CH:3]=[C:4]([OH:8])[CH:5]=[CH:6][CH:7]=1.Br[CH2:10][CH2:11][CH2:12]Cl.[Na+].[CH2:15]([C:27]1C=CC=CC=1S([O-])(=O)=O)[CH2:16]CCCCCCCCCC.O.O.P([O-])(O)(O)=O.[Na+], predict the reaction product. (5) Given the reactants [CH3:1][C:2]1([C:10]([OH:12])=[O:11])[NH:6][CH:5]([C:7]([OH:9])=[O:8])[CH2:4][S:3]1.N[CH:14]([C:17](O)=[O:18])CS, predict the reaction product. The product is: [C:17]([N:6]1[CH:5]([C:7]([OH:9])=[O:8])[CH2:4][S:3][C:2]1([CH3:1])[C:10]([OH:12])=[O:11])(=[O:18])[CH3:14]. (6) Given the reactants [F:1][C:2]1[CH:21]=[C:20]([S:22]([CH3:25])(=[O:24])=[O:23])[C:19]([F:26])=[CH:18][C:3]=1[O:4][C@H:5]1[CH2:10][CH2:9][CH2:8][N:7]([CH:11]2[CH2:16][CH2:15][NH:14][CH2:13][CH2:12]2)[C:6]1=[O:17].Cl[C:28]1[S:32][N:31]=[C:30]([C:33]([F:36])([F:35])[F:34])[N:29]=1.C(N(C(C)C)C(C)C)C, predict the reaction product. The product is: [F:1][C:2]1[CH:21]=[C:20]([S:22]([CH3:25])(=[O:24])=[O:23])[C:19]([F:26])=[CH:18][C:3]=1[O:4][C@H:5]1[CH2:10][CH2:9][CH2:8][N:7]([CH:11]2[CH2:16][CH2:15][N:14]([C:28]3[S:32][N:31]=[C:30]([C:33]([F:36])([F:35])[F:34])[N:29]=3)[CH2:13][CH2:12]2)[C:6]1=[O:17]. (7) Given the reactants Cl.Cl.Cl.[O:4]1[C:12]2[CH:11]=[CH:10][N:9]=[C:8]([N:13]3[CH2:18][CH2:17][N:16]([CH2:19][CH2:20][C@H:21]4[CH2:26][CH2:25][C@H:24]([NH2:27])[CH2:23][CH2:22]4)[CH2:15][CH2:14]3)[C:7]=2[CH2:6][CH2:5]1.[C:28](O)(=[O:35])[C:29]1[CH:34]=[CH:33][CH:32]=[CH:31][CH:30]=1, predict the reaction product. The product is: [O:4]1[C:12]2[CH:11]=[CH:10][N:9]=[C:8]([N:13]3[CH2:18][CH2:17][N:16]([CH2:19][CH2:20][C@H:21]4[CH2:26][CH2:25][C@H:24]([NH:27][C:28](=[O:35])[C:29]5[CH:34]=[CH:33][CH:32]=[CH:31][CH:30]=5)[CH2:23][CH2:22]4)[CH2:15][CH2:14]3)[C:7]=2[CH2:6][CH2:5]1. (8) Given the reactants [NH2:1][C:2]1[C:3]2[C:10](I)=[CH:9][N:8]([C@@H:12]3[CH2:15][C@H:14]([CH2:16][N:17]4[CH2:22][C@@H:21]5[CH2:23][C@H:18]4[CH2:19][S:20]5(=[O:25])=[O:24])[CH2:13]3)[C:4]=2[N:5]=[CH:6][N:7]=1.[F:26][C:27]1[CH:41]=[CH:40][C:39](B2OC(C)(C)C(C)(C)O2)=[CH:38][C:28]=1[O:29][CH2:30][C:31]12[O:37][CH:34]([CH2:35][CH2:36]1)[CH2:33][CH2:32]2, predict the reaction product. The product is: [O:25]=[S:20]1(=[O:24])[CH2:19][C@@H:18]2[CH2:23][C@H:21]1[CH2:22][N:17]2[CH2:16][C@@H:14]1[CH2:13][C@H:12]([N:8]2[C:4]3[N:5]=[CH:6][N:7]=[C:2]([NH2:1])[C:3]=3[C:10]([C:39]3[CH:40]=[CH:41][C:27]([F:26])=[C:28]([O:29][CH2:30][C:31]45[O:37][CH:34]([CH2:33][CH2:32]4)[CH2:35][CH2:36]5)[CH:38]=3)=[CH:9]2)[CH2:15]1.